This data is from Full USPTO retrosynthesis dataset with 1.9M reactions from patents (1976-2016). The task is: Predict the reactants needed to synthesize the given product. (1) Given the product [Cl:22][C:2]([Cl:1])=[CH:3][C:4]1([CH3:21])[CH2:13][CH2:12][C:11]2[C:6](=[C:7]([CH3:20])[C:8]([CH3:19])=[C:9]([OH:15])[C:10]=2[CH3:14])[O:5]1, predict the reactants needed to synthesize it. The reactants are: [Cl:1][C:2]([Cl:22])=[CH:3][C:4]1([CH3:21])[CH2:13][CH2:12][C:11]2[C:6](=[C:7]([CH3:20])[C:8]([CH3:19])=[C:9]([O:15]COC)[C:10]=2[CH3:14])[O:5]1. (2) Given the product [CH3:12][C@@H:13]1[O:18][C@@H:17]([O:19][C@@H:20]2[C:25]3=[C:26]([OH:43])[C:27]4[C:39](=[O:40])[C:38]5[C:33](=[CH:34][CH:35]=[CH:36][C:37]=5[O:41][CH3:42])[C:31](=[O:32])[C:28]=4[C:29]([OH:30])=[C:24]3[CH2:23][C@@:22]([OH:48])([C:44]([CH2:46][OH:47])=[O:45])[CH2:21]2)[CH2:16][C@H:15]([NH2:49])[C@@H:14]1[OH:50], predict the reactants needed to synthesize it. The reactants are: C(C=C(C#N)C([O-])=O)CCC.[CH3:12][C@@H:13]1[O:18][C@@H:17]([O:19][C@@H:20]2[C:25]3=[C:26]([OH:43])[C:27]4[C:39](=[O:40])[C:38]5[C:33](=[CH:34][CH:35]=[CH:36][C:37]=5[O:41][CH3:42])[C:31](=[O:32])[C:28]=4[C:29]([OH:30])=[C:24]3[CH2:23][C@@:22]([OH:48])([C:44]([CH2:46][OH:47])=[O:45])[CH2:21]2)[CH2:16][C@H:15]([NH2:49])[C@@H:14]1[OH:50].Cl. (3) Given the product [CH3:15][Si:16]([CH3:23])([CH3:22])[CH2:17][CH2:18][O:19][CH2:20][N:8]1[CH:12]=[CH:11][N:10]=[C:9]1[CH:13]=[O:14], predict the reactants needed to synthesize it. The reactants are: [H-].[Na+].CN(C)C=O.[NH:8]1[CH:12]=[CH:11][N:10]=[C:9]1[CH:13]=[O:14].[CH3:15][Si:16]([CH3:23])([CH3:22])[CH2:17][CH2:18][O:19][CH2:20]Cl. (4) Given the product [CH2:12]([C:14]1[CH:15]=[C:16]([CH:21]=[C:22]([CH2:25][CH3:1])[C:23]=1[OH:24])[C:17]([NH:19][OH:20])=[NH:18])[CH3:13], predict the reactants needed to synthesize it. The reactants are: [CH2:1](C1C=CC=C(CC)C=1N)C.[CH2:12]([C:14]1[CH:15]=[C:16]([CH:21]=[C:22]([CH3:25])[C:23]=1[OH:24])[C:17]([NH:19][OH:20])=[NH:18])[CH3:13]. (5) The reactants are: [C:1]1([C:7]2[S:11][C:10]([NH:12][C:13]([N:15]3C=CN=C3)=[S:14])=[N:9][N:8]=2)[CH:6]=[CH:5][CH:4]=[CH:3][CH:2]=1.C([O-])(=O)C.[NH4+]. Given the product [C:1]1([C:7]2[S:11][C:10]([NH:12][C:13]([NH2:15])=[S:14])=[N:9][N:8]=2)[CH:2]=[CH:3][CH:4]=[CH:5][CH:6]=1, predict the reactants needed to synthesize it. (6) Given the product [S:1]1[C:5]2[CH:6]=[C:7]([CH2:9][OH:10])[NH:8][C:4]=2[N:3]=[CH:2]1, predict the reactants needed to synthesize it. The reactants are: [S:1]1[C:5]2[CH:6]=[C:7]([C:9](OCC)=[O:10])[NH:8][C:4]=2[N:3]=[CH:2]1.[H-].[Al+3].[Li+].[H-].[H-].[H-]. (7) Given the product [ClH:30].[ClH:30].[NH2:1][C:4]1[CH:9]=[CH:8][C:7]([NH:10][CH2:11][CH2:12][NH:13][CH2:14][CH2:15][OH:16])=[C:6]([CH3:17])[CH:5]=1, predict the reactants needed to synthesize it. The reactants are: [N+:1]([C:4]1[CH:9]=[CH:8][C:7]([NH:10][CH2:11][CH2:12][NH:13][CH2:14][CH2:15][OH:16])=[C:6]([CH3:17])[CH:5]=1)([O-])=O.C1(N)C(F)=C(F)C(F)=C(N)C=1F.[ClH:30].Cl. (8) Given the product [F:35][CH:2]([F:1])[CH2:3][NH:4][C:5]([N:7]1[CH2:8][C@@H:9]([CH3:34])[C@@H:10]([C:12]2[N:16]3[C:17]4[CH:23]=[CH:22][NH:21][C:18]=4[N:19]=[CH:20][C:15]3=[N:14][CH:13]=2)[CH2:11]1)=[O:6], predict the reactants needed to synthesize it. The reactants are: [F:1][CH:2]([F:35])[CH2:3][NH:4][C:5]([N:7]1[CH2:11][C@H:10]([C:12]2[N:16]3[C:17]4[CH:23]=[CH:22][N:21](S(C5C=CC(C)=CC=5)(=O)=O)[C:18]=4[N:19]=[CH:20][C:15]3=[N:14][CH:13]=2)[C@H:9]([CH3:34])[CH2:8]1)=[O:6].[OH-].[Na+].